Dataset: Full USPTO retrosynthesis dataset with 1.9M reactions from patents (1976-2016). Task: Predict the reactants needed to synthesize the given product. (1) Given the product [Cl:29][C:26]1[CH:27]=[CH:28][C:23]([C:19]2([C:16]3[C:17]4[C:12](=[CH:11][CH:10]=[C:9]([OH:8])[CH:18]=4)[CH2:13][CH2:14][N:15]=3)[CH2:20][CH2:21][CH2:22]2)=[C:24]([O:30][CH3:31])[CH:25]=1, predict the reactants needed to synthesize it. The reactants are: C([O:8][C:9]1[CH:18]=[C:17]2[C:12]([CH2:13][CH2:14][N:15]=[C:16]2[C:19]2([C:23]3[CH:28]=[CH:27][C:26]([Cl:29])=[CH:25][C:24]=3[O:30][CH3:31])[CH2:22][CH2:21][CH2:20]2)=[CH:11][CH:10]=1)C1C=CC=CC=1. (2) Given the product [CH2:32]([O:39][C:40]([N:42]1[CH2:47][CH2:46][CH2:45][CH2:44][CH:43]1[C:48]([N:25]([C:18]1[C:19]2=[N:20][CH:21]=[CH:22][CH:23]=[C:24]2[N:16]([C:48]([CH:43]2[CH2:44][CH2:45][CH2:46][CH2:47][N:42]2[C:40]([O:39][CH2:32][C:10]2[CH:11]=[CH:12][CH:13]=[CH:14][CH:15]=2)=[O:41])=[O:50])[CH:17]=1)[CH2:26][C:27]([O:29][CH2:30][CH3:31])=[O:28])=[O:50])=[O:41])[C:33]1[CH:34]=[CH:35][CH:36]=[CH:37][CH:38]=1, predict the reactants needed to synthesize it. The reactants are: [CH:10]1(N=C=N[CH:10]2[CH2:15][CH2:14][CH2:13][CH2:12][CH2:11]2)[CH2:15][CH2:14][CH2:13][CH2:12][CH2:11]1.[NH:16]1[C:24]2[C:19](=[N:20][CH:21]=[CH:22][CH:23]=2)[C:18]([NH:25][CH2:26][C:27]([O:29][CH2:30][CH3:31])=[O:28])=[CH:17]1.[CH2:32]([O:39][C:40]([N:42]1[CH2:47][CH2:46][CH2:45][CH2:44][CH:43]1[C:48]([OH:50])=O)=[O:41])[C:33]1[CH:38]=[CH:37][CH:36]=[CH:35][CH:34]=1. (3) Given the product [CH3:19][N:21]1[CH2:2][C:3]2[C:4](=[CH:9][CH:10]=[C:11]([N+:13]([O-:15])=[O:14])[CH:12]=2)[C:5]1=[O:6], predict the reactants needed to synthesize it. The reactants are: Br[CH2:2][C:3]1[CH:12]=[C:11]([N+:13]([O-:15])=[O:14])[CH:10]=[CH:9][C:4]=1[C:5](OC)=[O:6].Cl.CN.[CH2:19]([N:21](CC)CC)C. (4) The reactants are: Cl[C:2]1[C:11]2[C:6](=[CH:7][C:8]([O:14][CH2:15][CH2:16][CH2:17][N:18]3[CH2:23][CH2:22][N:21]([C:24]([O:26][C:27]([CH3:30])([CH3:29])[CH3:28])=[O:25])[CH2:20][CH2:19]3)=[C:9]([O:12][CH3:13])[CH:10]=2)[N:5]=[CH:4][N:3]=1.[OH:31][C:32]1[CH:33]=[C:34]2[C:38](=[N:39][CH:40]=1)[NH:37][CH:36]=[CH:35]2.C(=O)([O-])[O-].[K+].[K+]. Given the product [NH:37]1[C:38]2[C:34](=[CH:33][C:32]([O:31][C:2]3[C:11]4[C:6](=[CH:7][C:8]([O:14][CH2:15][CH2:16][CH2:17][N:18]5[CH2:23][CH2:22][N:21]([C:24]([O:26][C:27]([CH3:30])([CH3:29])[CH3:28])=[O:25])[CH2:20][CH2:19]5)=[C:9]([O:12][CH3:13])[CH:10]=4)[N:5]=[CH:4][N:3]=3)=[CH:40][N:39]=2)[CH:35]=[CH:36]1, predict the reactants needed to synthesize it. (5) Given the product [Br:22][C:17]1[CH:16]=[C:15]2[C:20]([CH:21]=[C:12]([NH:11][C:9](=[O:10])[O:8][CH2:1][C:2]3[CH:3]=[CH:4][CH:5]=[CH:6][CH:7]=3)[C:13]([C:23]([NH:26][C:27]3[CH:28]=[N:29][CH:30]=[CH:31][C:32]=3[N:33]3[CH2:38][C@H:37]([CH3:39])[CH2:36][C@H:35]([NH:40][C:41]([O:42][C:43]([CH3:46])([CH3:45])[CH3:44])=[O:47])[CH2:34]3)=[O:24])=[N:14]2)=[CH:19][CH:18]=1, predict the reactants needed to synthesize it. The reactants are: [CH2:1]([O:8][C:9]([NH:11][C:12]1[C:13]([C:23](O)=[O:24])=[N:14][C:15]2[C:20]([CH:21]=1)=[CH:19][CH:18]=[C:17]([Br:22])[CH:16]=2)=[O:10])[C:2]1[CH:7]=[CH:6][CH:5]=[CH:4][CH:3]=1.[NH2:26][C:27]1[CH:28]=[N:29][CH:30]=[CH:31][C:32]=1[N:33]1[CH2:38][C@H:37]([CH3:39])[CH2:36][C@H:35]([NH:40][C:41](=[O:47])[O:42][C:43]([CH3:46])([CH3:45])[CH3:44])[CH2:34]1.CN(C(ON1N=NC2C=CC=NC1=2)=[N+](C)C)C.F[P-](F)(F)(F)(F)F.CCN(C(C)C)C(C)C. (6) Given the product [N:40]([C:14]1[N:15]([C:16]2[CH:17]=[CH:18][C:19]([F:22])=[CH:20][CH:21]=2)[C:11]([C:8]([C:5]2[CH:6]=[CH:7][C:2]([Cl:1])=[C:3]([O:23][CH3:24])[CH:4]=2)([CH3:9])[CH3:10])=[CH:12][N:13]=1)=[N+:41]=[N-:42], predict the reactants needed to synthesize it. The reactants are: [Cl:1][C:2]1[CH:7]=[CH:6][C:5]([C:8]([C:11]2[N:15]([C:16]3[CH:21]=[CH:20][C:19]([F:22])=[CH:18][CH:17]=3)[CH:14]=[N:13][CH:12]=2)([CH3:10])[CH3:9])=[CH:4][C:3]=1[O:23][CH3:24].[Li]CCCC.S([N:40]=[N+:41]=[N-:42])(C1C=CC(C)=CC=1)(=O)=O. (7) Given the product [CH:21]1([NH:24][C:25](=[O:42])[C:26]2[CH:31]=[CH:30][C:29]([CH3:32])=[C:28]([C:2]3[CH:3]=[C:4]4[C:9](=[CH:10][CH:11]=3)[N:8]=[C:7]([NH:12][CH2:13][CH2:14][N:15]3[CH2:19][CH2:18][CH2:17][C:16]3=[O:20])[N:6]=[CH:5]4)[CH:27]=2)[CH2:22][CH2:23]1, predict the reactants needed to synthesize it. The reactants are: Br[C:2]1[CH:3]=[C:4]2[C:9](=[CH:10][CH:11]=1)[N:8]=[C:7]([NH:12][CH2:13][CH2:14][N:15]1[CH2:19][CH2:18][CH2:17][C:16]1=[O:20])[N:6]=[CH:5]2.[CH:21]1([NH:24][C:25](=[O:42])[C:26]2[CH:31]=[CH:30][C:29]([CH3:32])=[C:28](B3OC(C)(C)C(C)(C)O3)[CH:27]=2)[CH2:23][CH2:22]1. (8) Given the product [F:37][C:38]1[CH:46]=[CH:45][C:44]([C:47]2[N:50]=[C:32]([C:29]3[CH:30]=[N:31][C:26]([O:25][CH:23]([CH3:22])[CH3:24])=[C:27]([O:35][CH3:36])[CH:28]=3)[O:34][N:48]=2)=[C:43]2[C:39]=1[C:40]([CH2:52][CH2:53][C:54]([O:56][CH2:57][CH3:58])=[O:55])=[CH:41][NH:42]2, predict the reactants needed to synthesize it. The reactants are: C1C=CC2N(O)N=NC=2C=1.CCN=C=NCCCN(C)C.[CH3:22][CH:23]([O:25][C:26]1[N:31]=[CH:30][C:29]([C:32]([OH:34])=O)=[CH:28][C:27]=1[O:35][CH3:36])[CH3:24].[F:37][C:38]1[CH:46]=[CH:45][C:44](/[C:47](/[NH:50]O)=[N:48]/[H])=[C:43]2[C:39]=1[C:40]([CH2:52][CH2:53][C:54]([O:56][CH2:57][CH3:58])=[O:55])=[CH:41][NH:42]2.CCCC[N+](CCCC)(CCCC)CCCC.[F-]. (9) The reactants are: [F:1][CH:2]([F:34])[C:3]([N:5]1[C@H:9]([CH2:10][F:11])[C@@H:8]([C:12]2[CH:17]=[CH:16][C:15]([C:18]3[S:22][C:21]([CH:23]([NH:25]S(C(C)(C)C)=O)[CH3:24])=[N:20][CH:19]=3)=[CH:14][CH:13]=2)[O:7]C1(C)C)=[O:4].FC(F)(F)C(O)=O.C1(C)C=CC=CC=1. Given the product [NH2:25][CH:23]([C:21]1[S:22][C:18]([C:15]2[CH:14]=[CH:13][C:12]([C@@H:8]([OH:7])[C@H:9]([NH:5][C:3](=[O:4])[CH:2]([F:34])[F:1])[CH2:10][F:11])=[CH:17][CH:16]=2)=[CH:19][N:20]=1)[CH3:24], predict the reactants needed to synthesize it.